This data is from Forward reaction prediction with 1.9M reactions from USPTO patents (1976-2016). The task is: Predict the product of the given reaction. (1) Given the reactants [Cl:1][C:2]1[CH:3]=[C:4]([CH:8]=[C:9]([F:37])[C:10]=1[CH2:11][S:12][C:13]1[N:14]([C:30]2[CH:35]=[CH:34][C:33]([F:36])=[CH:32][CH:31]=2)[C:15]([C:18]([C:21]2[CH:26]=[CH:25][C:24]([Cl:27])=[C:23]([O:28][CH3:29])[CH:22]=2)([CH3:20])[CH3:19])=[CH:16][N:17]=1)[C:5](O)=[O:6].[NH2:38][C@@H:39]([CH2:47][CH2:48][CH2:49][NH:50][C:51]([NH2:53])=[NH:52])[C:40]([O:42][C:43]([CH3:46])([CH3:45])[CH3:44])=[O:41].CN(C(ON1N=NC2C=CC=NC1=2)=[N+](C)C)C.F[P-](F)(F)(F)(F)F.CCN(C(C)C)C(C)C, predict the reaction product. The product is: [Cl:1][C:2]1[CH:3]=[C:4]([CH:8]=[C:9]([F:37])[C:10]=1[CH2:11][S:12][C:13]1[N:14]([C:30]2[CH:31]=[CH:32][C:33]([F:36])=[CH:34][CH:35]=2)[C:15]([C:18]([C:21]2[CH:26]=[CH:25][C:24]([Cl:27])=[C:23]([O:28][CH3:29])[CH:22]=2)([CH3:19])[CH3:20])=[CH:16][N:17]=1)[C:5]([NH:38][C@@H:39]([CH2:47][CH2:48][CH2:49][NH:50][C:51]([NH2:53])=[NH:52])[C:40]([O:42][C:43]([CH3:46])([CH3:44])[CH3:45])=[O:41])=[O:6]. (2) Given the reactants [CH3:1][N:2]1[CH2:7][CH2:6][N:5]([CH2:8][C:9]2[CH:16]=[CH:15][C:12](C#N)=[CH:11][CH:10]=2)[CH2:4][CH2:3]1.C[Mg]Br.CC[O:22][CH2:23][CH3:24].Cl, predict the reaction product. The product is: [CH3:1][N:2]1[CH2:7][CH2:6][N:5]([CH2:8][C:9]2[CH:16]=[CH:15][C:12]([C:23](=[O:22])[CH3:24])=[CH:11][CH:10]=2)[CH2:4][CH2:3]1. (3) The product is: [CH:1]1([CH2:4][NH:5][C:6]2[C:7]3[C:14]([CH:22]([OH:23])[C:21]4[C:16]([F:15])=[C:17]([NH:25][C:26](=[O:29])[O:27][CH3:28])[CH:18]=[CH:19][C:20]=4[F:24])=[CH:13][NH:12][C:8]=3[N:9]=[CH:10][N:11]=2)[CH2:2][CH2:3]1. Given the reactants [CH:1]1([CH2:4][NH:5][C:6]2[C:7]3[CH:14]=[CH:13][NH:12][C:8]=3[N:9]=[CH:10][N:11]=2)[CH2:3][CH2:2]1.[F:15][C:16]1[C:21]([CH:22]=[O:23])=[C:20]([F:24])[CH:19]=[CH:18][C:17]=1[NH:25][C:26](=[O:29])[O:27][CH3:28].[OH-].[K+].Cl, predict the reaction product. (4) Given the reactants [F:1][C:2]1[CH:7]=[CH:6][C:5]([C:8]2[O:9][C:10]3[CH:20]=[C:19]([N:21]([CH3:26])[S:22]([CH3:25])(=[O:24])=[O:23])[C:18]([C:27]4[CH:32]=[CH:31][C:30](=[O:33])[N:29]([CH3:34])[CH:28]=4)=[CH:17][C:11]=3[C:12]=2[C:13]([NH:15][CH3:16])=[O:14])=[CH:4][CH:3]=1.C1C(=O)N([I:42])C(=O)C1, predict the reaction product. The product is: [F:1][C:2]1[CH:7]=[CH:6][C:5]([C:8]2[O:9][C:10]3[CH:20]=[C:19]([N:21]([CH3:26])[S:22]([CH3:25])(=[O:23])=[O:24])[C:18]([C:27]4[CH:32]=[C:31]([I:42])[C:30](=[O:33])[N:29]([CH3:34])[CH:28]=4)=[CH:17][C:11]=3[C:12]=2[C:13]([NH:15][CH3:16])=[O:14])=[CH:4][CH:3]=1. (5) Given the reactants [Cl:1][C:2]1[C:7]([N+:8]([O-:10])=[O:9])=[C:6](Cl)[N:5]=[C:4]([S:12][CH3:13])[N:3]=1.CC[N:16](CC)CC.N, predict the reaction product. The product is: [NH2:16][C:6]1[C:7]([N+:8]([O-:10])=[O:9])=[C:2]([Cl:1])[N:3]=[C:4]([S:12][CH3:13])[N:5]=1. (6) Given the reactants [Br:1][C:2]1[CH:3]=[C:4]2[C:9](=[CH:10][CH:11]=1)[N:8]=[CH:7][C:6]([N+:12]([O-:14])=[O:13])=[C:5]2Cl.[NH2:16][C:17]1[CH:22]=[CH:21][C:20]([C:23]([CH3:27])([CH3:26])[C:24]#[N:25])=[CH:19][CH:18]=1.O, predict the reaction product. The product is: [Br:1][C:2]1[CH:3]=[C:4]2[C:9](=[CH:10][CH:11]=1)[N:8]=[CH:7][C:6]([N+:12]([O-:14])=[O:13])=[C:5]2[NH:16][C:17]1[CH:18]=[CH:19][C:20]([C:23]([CH3:27])([CH3:26])[C:24]#[N:25])=[CH:21][CH:22]=1. (7) Given the reactants [CH:1]1([C:4]2[O:5][C:6]3[C:7](=[C:9]([C:23]#[N:24])[C:10]([CH3:22])=[C:11]([C:14]4[CH:19]=[C:18]([F:20])[CH:17]=[C:16]([F:21])[CH:15]=4)[C:12]=3F)[N:8]=2)[CH2:3][CH2:2]1.C(N(CC)CC)C.[CH3:32][N:33]([CH3:39])[C@H:34]1[CH2:38][CH2:37][NH:36][CH2:35]1.C(=O)([O-])O.[Na+], predict the reaction product. The product is: [CH:1]1([C:4]2[O:5][C:6]3[C:7](=[C:9]([C:23]#[N:24])[C:10]([CH3:22])=[C:11]([C:14]4[CH:19]=[C:18]([F:20])[CH:17]=[C:16]([F:21])[CH:15]=4)[C:12]=3[N:36]3[CH2:37][CH2:38][C@H:34]([N:33]([CH3:39])[CH3:32])[CH2:35]3)[N:8]=2)[CH2:2][CH2:3]1. (8) Given the reactants C([O:4][C:5]1[C:13]2[O:12][CH:11]=[CH:10][C:9]=2[CH:8]=[C:7]([C:14]([O:16][CH2:17][CH3:18])=[O:15])[CH:6]=1)(=O)C.C(=O)([O-])[O-].[K+].[K+], predict the reaction product. The product is: [OH:4][C:5]1[C:13]2[O:12][CH:11]=[CH:10][C:9]=2[CH:8]=[C:7]([C:14]([O:16][CH2:17][CH3:18])=[O:15])[CH:6]=1. (9) Given the reactants [NH2:1][C:2]1[CH:7]=[CH:6][CH:5]=[CH:4][CH:3]=1.[Br:8][C:9]1[CH:10]=[C:11]([S:15](Cl)(=[O:17])=[O:16])[CH:12]=[CH:13][CH:14]=1.CCN(CC)CC.Cl, predict the reaction product. The product is: [Br:8][C:9]1[CH:10]=[C:11]([S:15]([NH:1][C:2]2[CH:7]=[CH:6][CH:5]=[CH:4][CH:3]=2)(=[O:17])=[O:16])[CH:12]=[CH:13][CH:14]=1. (10) Given the reactants Br[C:2](Br)=[CH:3][C:4]1([CH3:8])[CH2:7][O:6][CH2:5]1.C([Li])CCC.[CH3:15][Si:16]([CH3:19])([CH3:18])Cl, predict the reaction product. The product is: [CH3:15][Si:16]([CH3:19])([CH3:18])[C:2]#[C:3][C:4]1([CH3:8])[CH2:7][O:6][CH2:5]1.